Dataset: Acute oral toxicity (LD50) regression data from Zhu et al.. Task: Regression/Classification. Given a drug SMILES string, predict its toxicity properties. Task type varies by dataset: regression for continuous values (e.g., LD50, hERG inhibition percentage) or binary classification for toxic/non-toxic outcomes (e.g., AMES mutagenicity, cardiotoxicity, hepatotoxicity). Dataset: ld50_zhu. (1) The compound is O=C1c2ccc3c4c(ccc(c24)C(=O)C1(Cl)Cl)CC3. The rat oral LD50 is 1.44, given as -log10 of the dose in mol/kg body weight (higher means more acutely toxic). (2) The compound is CCN1CCCC1CNC(=O)c1cc(S(N)(=O)=O)ccc1OC. The rat oral LD50 is 1.54, given as -log10 of the dose in mol/kg body weight (higher means more acutely toxic). (3) The compound is O=c1[nH]c(=O)n(C2CCCO2)cc1F. The rat oral LD50 is 2.33, given as -log10 of the dose in mol/kg body weight (higher means more acutely toxic). (4) The molecule is CCCCN(CCO)CCCC. The rat oral LD50 is 2.21, given as -log10 of the dose in mol/kg body weight (higher means more acutely toxic).